Regression. Given two drug SMILES strings and cell line genomic features, predict the synergy score measuring deviation from expected non-interaction effect. From a dataset of NCI-60 drug combinations with 297,098 pairs across 59 cell lines. (1) Drug 1: B(C(CC(C)C)NC(=O)C(CC1=CC=CC=C1)NC(=O)C2=NC=CN=C2)(O)O. Drug 2: CC1C(C(CC(O1)OC2CC(CC3=C2C(=C4C(=C3O)C(=O)C5=CC=CC=C5C4=O)O)(C(=O)C)O)N)O. Cell line: T-47D. Synergy scores: CSS=72.4, Synergy_ZIP=-1.03, Synergy_Bliss=-1.57, Synergy_Loewe=-5.07, Synergy_HSA=-0.173. (2) Drug 2: CC=C1C(=O)NC(C(=O)OC2CC(=O)NC(C(=O)NC(CSSCCC=C2)C(=O)N1)C(C)C)C(C)C. Drug 1: C1=CN(C(=O)N=C1N)C2C(C(C(O2)CO)O)O.Cl. Synergy scores: CSS=51.0, Synergy_ZIP=0.783, Synergy_Bliss=-0.286, Synergy_Loewe=-8.29, Synergy_HSA=0.632. Cell line: HS 578T.